Dataset: Reaction yield outcomes from USPTO patents with 853,638 reactions. Task: Predict the reaction yield, written as a fraction of the theoretical maximum amount of product (1.0 means a 100% yield; for example, 0.34 means a 34% yield). (1) The reactants are [CH3:1][O:2][C:3](=[O:16])[C:4]1[CH:9]=[C:8](I)[C:7]([C:11]([F:14])([F:13])[CH3:12])=[CH:6][C:5]=1[NH2:15].[CH:17]([N:20]1[C:24]([Sn](CCCC)(CCCC)CCCC)=[CH:23][CH:22]=[N:21]1)([CH3:19])[CH3:18]. The catalyst is O1CCOCC1.Cl[Pd](Cl)([P](C1C=CC=CC=1)(C1C=CC=CC=1)C1C=CC=CC=1)[P](C1C=CC=CC=1)(C1C=CC=CC=1)C1C=CC=CC=1. The product is [CH3:1][O:2][C:3](=[O:16])[C:4]1[CH:9]=[C:8]([C:24]2[N:20]([CH:17]([CH3:19])[CH3:18])[N:21]=[CH:22][CH:23]=2)[C:7]([C:11]([F:14])([F:13])[CH3:12])=[CH:6][C:5]=1[NH2:15]. The yield is 0.180. (2) The reactants are [CH3:1][C:2]1[C:7]([O:8][CH2:9][CH2:10][O:11][C:12]2[CH:13]=[C:14]3[C:18](=[CH:19][CH:20]=2)[C@H:17]([CH2:21][C:22]([O:24]CC)=[O:23])[CH2:16][CH2:15]3)=[CH:6][CH:5]=[C:4]([CH3:27])[N:3]=1.O.[Li+].[OH-].Cl. The catalyst is C1COCC1.CCO. The product is [CH3:1][C:2]1[C:7]([O:8][CH2:9][CH2:10][O:11][C:12]2[CH:13]=[C:14]3[C:18](=[CH:19][CH:20]=2)[C@H:17]([CH2:21][C:22]([OH:24])=[O:23])[CH2:16][CH2:15]3)=[CH:6][CH:5]=[C:4]([CH3:27])[N:3]=1. The yield is 0.910. (3) The reactants are [Br:1][C:2]1[C:3]([Cl:12])=[N:4][CH:5]=[C:6]([N+:9]([O-:11])=[O:10])[C:7]=1Cl.[CH3:13][CH2:14][N:15](CC)CC.C(N)C.O. The catalyst is C1COCC1. The product is [Br:1][C:2]1[C:3]([Cl:12])=[N:4][CH:5]=[C:6]([N+:9]([O-:11])=[O:10])[C:7]=1[NH:15][CH2:14][CH3:13]. The yield is 0.890. (4) The reactants are C[O:2][C:3]1[CH:8]=[CH:7][C:6]([C:9]2[N:10]=[CH:11][N:12]([CH2:14][CH2:15][C:16]([NH2:19])([CH3:18])[CH3:17])[CH:13]=2)=[CH:5][CH:4]=1.Cl.N1C=CC=CC=1.[OH-].[Na+]. The catalyst is C(OCC)(=O)C. The product is [OH:2][C:3]1[CH:4]=[CH:5][C:6]([C:9]2[N:10]=[CH:11][N:12]([CH2:14][CH2:15][C:16]([NH2:19])([CH3:17])[CH3:18])[CH:13]=2)=[CH:7][CH:8]=1. The yield is 0.540. (5) The reactants are [OH:1][C:2]1[CH:7]=[CH:6][C:5]([C:8]([F:11])([F:10])[F:9])=[CH:4][N:3]=1.[I-].C[N+]1C=CN([C:19](=[O:28])[N:20]([CH3:27])[C:21]2[CH:26]=[CH:25][CH:24]=[CH:23][CH:22]=2)C=1.C(N(CC)CC)C. The catalyst is C(#N)C. The product is [F:10][C:8]([F:9])([F:11])[C:5]1[CH:6]=[CH:7][C:2]([O:1][C:19](=[O:28])[N:20]([CH3:27])[C:21]2[CH:26]=[CH:25][CH:24]=[CH:23][CH:22]=2)=[N:3][CH:4]=1. The yield is 0.660.